This data is from Catalyst prediction with 721,799 reactions and 888 catalyst types from USPTO. The task is: Predict which catalyst facilitates the given reaction. (1) Reactant: CN(C=O)C.C(Cl)(=O)C(Cl)=O.[Cl:12][C:13]1[CH:14]=[C:15]([CH:36]=[CH:37][C:38]=1[O:39][CH3:40])[CH2:16][NH:17][C:18]1[C:19]2[C:31]3[CH2:32][CH2:33][CH2:34][CH2:35][C:30]=3[S:29][C:20]=2[N:21]=[C:22]([CH2:24][CH2:25][C:26]([NH2:28])=O)[N:23]=1. Product: [Cl:12][C:13]1[CH:14]=[C:15]([CH:36]=[CH:37][C:38]=1[O:39][CH3:40])[CH2:16][NH:17][C:18]1[C:19]2[C:31]3[CH2:32][CH2:33][CH2:34][CH2:35][C:30]=3[S:29][C:20]=2[N:21]=[C:22]([CH2:24][CH2:25][C:26]#[N:28])[N:23]=1. The catalyst class is: 10. (2) The catalyst class is: 117. Product: [CH:9]1([CH:7]([N:6]2[C:2]([C:33]3[CH:32]=[C:31]([C:27]([CH3:29])([CH3:28])[CH3:30])[CH:36]=[C:35]([C:37]([CH3:40])([CH3:39])[CH3:38])[CH:34]=3)=[CH:3][C:4]([C:16]([O:18][CH2:19][CH3:20])=[O:17])=[C:5]2[CH3:15])[CH3:8])[CH2:14][CH2:13][CH2:12][CH2:11][CH2:10]1. Reactant: Br[C:2]1[N:6]([CH:7]([CH:9]2[CH2:14][CH2:13][CH2:12][CH2:11][CH2:10]2)[CH3:8])[C:5]([CH3:15])=[C:4]([C:16]([O:18][CH2:19][CH3:20])=[O:17])[CH:3]=1.C([O-])([O-])=O.[Cs+].[Cs+].[C:27]([C:31]1[CH:32]=[C:33](B2OC(C)(C)C(C)(C)O2)[CH:34]=[C:35]([C:37]([CH3:40])([CH3:39])[CH3:38])[CH:36]=1)([CH3:30])([CH3:29])[CH3:28].